This data is from Full USPTO retrosynthesis dataset with 1.9M reactions from patents (1976-2016). The task is: Predict the reactants needed to synthesize the given product. (1) Given the product [CH3:15][O:16][C:17]1[CH:24]=[CH:23][C:20]([CH2:21][O:1][C:2]2[N:6]([C:7]3[CH:12]=[C:11]([C:13]#[N:14])[CH:10]=[CH:9][N:8]=3)[N:5]=[CH:4][CH:3]=2)=[CH:19][CH:18]=1, predict the reactants needed to synthesize it. The reactants are: [OH:1][C:2]1[N:6]([C:7]2[CH:12]=[C:11]([C:13]#[N:14])[CH:10]=[CH:9][N:8]=2)[N:5]=[CH:4][CH:3]=1.[CH3:15][O:16][C:17]1[CH:24]=[CH:23][C:20]([CH2:21]O)=[CH:19][CH:18]=1. (2) Given the product [CH3:22][S:19]([C:16]1[CH:17]=[CH:18][C:13]([C:12]2[N:8]([C:5]3[CH:6]=[CH:7][C:2]([C:26]4[CH:27]=[CH:28][O:24][CH:25]=4)=[CH:3][CH:4]=3)[C:9]([CH3:23])=[CH:10][CH:11]=2)=[CH:14][CH:15]=1)(=[O:21])=[O:20], predict the reactants needed to synthesize it. The reactants are: Br[C:2]1[CH:7]=[CH:6][C:5]([N:8]2[C:12]([C:13]3[CH:18]=[CH:17][C:16]([S:19]([CH3:22])(=[O:21])=[O:20])=[CH:15][CH:14]=3)=[CH:11][CH:10]=[C:9]2[CH3:23])=[CH:4][CH:3]=1.[O:24]1[CH:28]=[CH:27][C:26](B(O)O)=[CH:25]1. (3) Given the product [CH:1]1[C:10]2[C:5](=[CH:6][CH:7]=[CH:8][CH:9]=2)[CH:4]=[CH:3][C:2]=1[CH:11]=[N:27][S:24]([C:22]1[CH:21]=[CH:20][C:19]2[O:13][CH2:14][CH2:15][CH2:16][O:17][C:18]=2[CH:23]=1)(=[O:25])=[O:26], predict the reactants needed to synthesize it. The reactants are: [CH:1]1[C:10]2[C:5](=[CH:6][CH:7]=[CH:8][CH:9]=2)[CH:4]=[CH:3][C:2]=1[CH:11]=O.[O:13]1[C:19]2[CH:20]=[CH:21][C:22]([S:24]([NH2:27])(=[O:26])=[O:25])=[CH:23][C:18]=2[O:17][CH2:16][CH2:15][CH2:14]1.O.[O-2].[O-2].[O-2].O=[Si]=O.O=[Si]=O.O=[Si]=O.O=[Si]=O.[Al+3].[Al+3]. (4) Given the product [CH:13]1([C:16]2[N:20]([CH3:21])[C:19]3[C:22]([C:33]([C:2]4[CH:7]=[CH:6][CH:5]=[CH:4][N:3]=4)=[O:34])=[CH:23][C:24]([C:26]4[C:27]([CH3:32])=[N:28][O:29][C:30]=4[CH3:31])=[CH:25][C:18]=3[N:17]=2)[CH2:14][CH2:15]1, predict the reactants needed to synthesize it. The reactants are: Br[C:2]1[CH:7]=[CH:6][CH:5]=[CH:4][N:3]=1.[Li]CCCC.[CH:13]1([C:16]2[N:20]([CH3:21])[C:19]3[C:22]([C:33](N(OC)C)=[O:34])=[CH:23][C:24]([C:26]4[C:27]([CH3:32])=[N:28][O:29][C:30]=4[CH3:31])=[CH:25][C:18]=3[N:17]=2)[CH2:15][CH2:14]1.